From a dataset of Full USPTO retrosynthesis dataset with 1.9M reactions from patents (1976-2016). Predict the reactants needed to synthesize the given product. (1) Given the product [Cl:1][C:2]1[CH:7]=[CH:6][C:5]([C:8]2[N:12]([CH2:38][CH:37]([OH:39])[C:36]([F:41])([F:40])[F:35])[C:11](=[O:13])[N:10]([CH2:14][C:15]([NH:17][CH2:18][C:19]3[CH:24]=[CH:23][CH:22]=[CH:21][C:20]=3[C:25]([F:26])([F:27])[F:28])=[O:16])[N:9]=2)=[CH:4][CH:3]=1, predict the reactants needed to synthesize it. The reactants are: [Cl:1][C:2]1[CH:7]=[CH:6][C:5]([C:8]2[NH:12][C:11](=[O:13])[N:10]([CH2:14][C:15]([NH:17][CH2:18][C:19]3[CH:24]=[CH:23][CH:22]=[CH:21][C:20]=3[C:25]([F:28])([F:27])[F:26])=[O:16])[N:9]=2)=[CH:4][CH:3]=1.C(=O)([O-])[O-].[Cs+].[Cs+].[F:35][C:36]([F:41])([F:40])[CH:37]1[O:39][CH2:38]1. (2) The reactants are: C(OC([N:11]1[CH2:16][CH2:15][N:14]([CH:17]2[CH2:22][CH2:21][N:20]([C:23]3[CH:28]=[CH:27][C:26]([NH:29][C:30]4[N:35]=[CH:34][C:33]5=[CH:36][CH:37]=[C:38]([C:39]6[CH:44]=[CH:43][CH:42]=[CH:41][C:40]=6[O:45][CH3:46])[N:32]5[N:31]=4)=[C:25]([O:47][CH3:48])[CH:24]=3)[CH2:19][CH2:18]2)[CH2:13][CH2:12]1)=O)C1C=CC=CC=1.Br.CC(O)=O. Given the product [CH3:46][O:45][C:40]1[CH:41]=[CH:42][CH:43]=[CH:44][C:39]=1[C:38]1[N:32]2[C:33]([CH:34]=[N:35][C:30]([NH:29][C:26]3[CH:27]=[CH:28][C:23]([N:20]4[CH2:21][CH2:22][CH:17]([N:14]5[CH2:13][CH2:12][NH:11][CH2:16][CH2:15]5)[CH2:18][CH2:19]4)=[CH:24][C:25]=3[O:47][CH3:48])=[N:31]2)=[CH:36][CH:37]=1, predict the reactants needed to synthesize it.